Dataset: Peptide-MHC class I binding affinity with 185,985 pairs from IEDB/IMGT. Task: Regression. Given a peptide amino acid sequence and an MHC pseudo amino acid sequence, predict their binding affinity value. This is MHC class I binding data. (1) The peptide sequence is RLLRFTGLF. The MHC is HLA-B39:01 with pseudo-sequence HLA-B39:01. The binding affinity (normalized) is 0.0847. (2) The peptide sequence is ISKKAKGWF. The binding affinity (normalized) is 0. The MHC is HLA-A31:01 with pseudo-sequence HLA-A31:01.